Task: Regression. Given two drug SMILES strings and cell line genomic features, predict the synergy score measuring deviation from expected non-interaction effect.. Dataset: NCI-60 drug combinations with 297,098 pairs across 59 cell lines (1) Drug 1: CC1C(C(CC(O1)OC2CC(OC(C2O)C)OC3=CC4=CC5=C(C(=O)C(C(C5)C(C(=O)C(C(C)O)O)OC)OC6CC(C(C(O6)C)O)OC7CC(C(C(O7)C)O)OC8CC(C(C(O8)C)O)(C)O)C(=C4C(=C3C)O)O)O)O. Drug 2: CCN(CC)CCCC(C)NC1=C2C=C(C=CC2=NC3=C1C=CC(=C3)Cl)OC. Cell line: A549. Synergy scores: CSS=45.7, Synergy_ZIP=-0.309, Synergy_Bliss=0.948, Synergy_Loewe=-14.6, Synergy_HSA=0.204. (2) Drug 1: CCC1(CC2CC(C3=C(CCN(C2)C1)C4=CC=CC=C4N3)(C5=C(C=C6C(=C5)C78CCN9C7C(C=CC9)(C(C(C8N6C=O)(C(=O)OC)O)OC(=O)C)CC)OC)C(=O)OC)O.OS(=O)(=O)O. Drug 2: C#CCC(CC1=CN=C2C(=N1)C(=NC(=N2)N)N)C3=CC=C(C=C3)C(=O)NC(CCC(=O)O)C(=O)O. Cell line: MDA-MB-435. Synergy scores: CSS=75.7, Synergy_ZIP=-1.67, Synergy_Bliss=-2.90, Synergy_Loewe=-2.11, Synergy_HSA=1.65. (3) Drug 1: CC1=C2C(C(=O)C3(C(CC4C(C3C(C(C2(C)C)(CC1OC(=O)C(C(C5=CC=CC=C5)NC(=O)C6=CC=CC=C6)O)O)OC(=O)C7=CC=CC=C7)(CO4)OC(=O)C)O)C)OC(=O)C. Drug 2: CC(C)(C#N)C1=CC(=CC(=C1)CN2C=NC=N2)C(C)(C)C#N. Cell line: IGROV1. Synergy scores: CSS=0.0830, Synergy_ZIP=0.608, Synergy_Bliss=1.49, Synergy_Loewe=-0.0584, Synergy_HSA=0.278. (4) Drug 1: C1=CN(C=N1)CC(O)(P(=O)(O)O)P(=O)(O)O. Drug 2: C1CN(CCN1C(=O)CCBr)C(=O)CCBr. Cell line: ACHN. Synergy scores: CSS=36.9, Synergy_ZIP=0.293, Synergy_Bliss=0.404, Synergy_Loewe=0.864, Synergy_HSA=1.20. (5) Drug 1: CC1CCC2CC(C(=CC=CC=CC(CC(C(=O)C(C(C(=CC(C(=O)CC(OC(=O)C3CCCCN3C(=O)C(=O)C1(O2)O)C(C)CC4CCC(C(C4)OC)OCCO)C)C)O)OC)C)C)C)OC. Drug 2: CCC1(C2=C(COC1=O)C(=O)N3CC4=CC5=C(C=CC(=C5CN(C)C)O)N=C4C3=C2)O.Cl. Cell line: A498. Synergy scores: CSS=23.5, Synergy_ZIP=-5.14, Synergy_Bliss=-0.122, Synergy_Loewe=0.392, Synergy_HSA=1.70. (6) Drug 1: C1C(C(OC1N2C=NC3=C(N=C(N=C32)Cl)N)CO)O. Drug 2: C1CC(C1)(C(=O)O)C(=O)O.[NH2-].[NH2-].[Pt+2]. Cell line: NCI-H322M. Synergy scores: CSS=-0.177, Synergy_ZIP=1.66, Synergy_Bliss=4.74, Synergy_Loewe=3.19, Synergy_HSA=1.78. (7) Drug 1: C1CCN(CC1)CCOC2=CC=C(C=C2)C(=O)C3=C(SC4=C3C=CC(=C4)O)C5=CC=C(C=C5)O. Drug 2: CC1=CC=C(C=C1)C2=CC(=NN2C3=CC=C(C=C3)S(=O)(=O)N)C(F)(F)F. Cell line: 786-0. Synergy scores: CSS=3.77, Synergy_ZIP=-2.64, Synergy_Bliss=-1.71, Synergy_Loewe=-1.11, Synergy_HSA=-0.400. (8) Drug 1: C1=CC(=CC=C1CCC2=CNC3=C2C(=O)NC(=N3)N)C(=O)NC(CCC(=O)O)C(=O)O. Drug 2: CC1=CC=C(C=C1)C2=CC(=NN2C3=CC=C(C=C3)S(=O)(=O)N)C(F)(F)F. Cell line: MDA-MB-231. Synergy scores: CSS=2.22, Synergy_ZIP=-6.12, Synergy_Bliss=-11.9, Synergy_Loewe=-25.2, Synergy_HSA=-11.8. (9) Drug 1: CCC(=C(C1=CC=CC=C1)C2=CC=C(C=C2)OCCN(C)C)C3=CC=CC=C3.C(C(=O)O)C(CC(=O)O)(C(=O)O)O. Drug 2: C(CC(=O)O)C(=O)CN.Cl. Cell line: NCI-H226. Synergy scores: CSS=-0.282, Synergy_ZIP=-0.386, Synergy_Bliss=-1.91, Synergy_Loewe=-2.15, Synergy_HSA=-2.33.